The task is: Regression. Given a peptide amino acid sequence and an MHC pseudo amino acid sequence, predict their binding affinity value. This is MHC class II binding data.. This data is from Peptide-MHC class II binding affinity with 134,281 pairs from IEDB. The peptide sequence is TERLRWLLIEVLKGM. The binding affinity (normalized) is 0.896. The MHC is DRB1_0101 with pseudo-sequence DRB1_0101.